Dataset: Experimentally validated miRNA-target interactions with 360,000+ pairs, plus equal number of negative samples. Task: Binary Classification. Given a miRNA mature sequence and a target amino acid sequence, predict their likelihood of interaction. (1) The miRNA is hsa-miR-3609 with sequence CAAAGUGAUGAGUAAUACUGGCUG. The protein sequence of the target gene is MTHSSQDTGSCGIQEDGKLYVVDSINDLNKLNLCPAGSQHLFPLEDKIPVLGTNSGNGSRSLFFVGLLIVLIVSLALVFFVIFLIVQTGNKMDDVSRRLTAEGKDIDDLKRINNMIVKRLNQLNQLDSEQN. Result: 0 (no interaction). (2) The miRNA is hsa-miR-4287 with sequence UCUCCCUUGAGGGCACUUU. The protein sequence of the target gene is MTDGILGKAATMEIPIHGNGEARQLPEDDGLEQDLQQVMVSGPNLNETSIVSGGYGGSGDGLIPTGSGRHPSHSTTPSGPGDEVARGIAGEKFDIVKKWGINTYKCTKQLLSERFGRGSRTVDLELELQIELLRETKRKYESVLQLGRALTAHLYSLLQTQHALGDAFADLSQKSPELQEEFGYNAETQKLLCKNGETLLGAVNFFVSSINTLVTKTMEDTLMTVKQYEAARLEYDAYRTDLEELSLGPRDAGTRGRLESAQATFQAHRDKYEKLRGDVAIKLKFLEENKIKVMHKQLLL.... Result: 0 (no interaction). (3) The miRNA is rno-miR-328a-3p with sequence CUGGCCCUCUCUGCCCUUCCGU. The protein sequence of the target gene is MPDSWDKDVYPEPPRRTPVQPNPIVYMMKAFDLIVDRPVTLVREFIERQHAKNRYYYYHRQYRRVPDITECKEEDIMCMYEAEMQWKRDYKVDQEIINIMQDRLKACQQREGQNYQQNCIKEVEQFTQVAKAYQDRYQDLGAYSSARKCLAKQRQRMLQERKAAKEAAAATS. Result: 0 (no interaction). (4) The miRNA is hsa-miR-4523 with sequence GACCGAGAGGGCCUCGGCUGU. The protein sequence of the target gene is MKRPKEPSGSDGESDGPIDVGQEGQLSQMARPLSTPSSSQMQARKKHRGIIEKRRRDRINSSLSELRRLVPTAFEKQGSSKLEKAEVLQMTVDHLKMLHATGGTGFFDARALAVDFRSIGFRECLTEVIRYLGVLEGPSSRADPVRIRLLSHLNSYAAEMEPSPTPTGPLAFPAWPWSFFHSCPGLPALSNQLAILGRVPSPVLPGVSSPAYPIPALRTAPLRRATGIILPARRNVLPSRGASSTRRARPLERPATPVPVAPSSRAARSSHIAPLLQSSSPTPPGPTGSAAYVAVPTPNS.... Result: 0 (no interaction). (5) The miRNA is mmu-miR-3471 with sequence UGAGAUCCAACUGUAAGGCAUU. The protein sequence of the target gene is MEEGAPRQPGPSQWPPEDEKEVIRRAIQKELKIKEGVENLRRVATDRRHLGHVQQLLRSSNRRLEQLHGELRELHARILLPGPGPGPAEPVASGPRPWAEQLRARHLEALRRQLHVELKVKQGAENMTHTCASGTPKERKLLAAAQQMLRDSQLKVALLRMKISSLEASGSPEPGPELLAEELQHRLHVEAAVAEGAKNVVKLLSSRRTQDRKALAEAQAQLQESSQKLDLLRLALEQLLEQLPPAHPLRSRVTRELRAAVPGYPQPSGTPVKPTALTGTLQVRLLGCEQLLTAVPGRSP.... Result: 0 (no interaction). (6) The miRNA is hsa-miR-4685-3p with sequence UCUCCCUUCCUGCCCUGGCUAG. The protein sequence of the target gene is MASRSMRLLLLLSCLAKTGVLGDIIMRPSCAPGWFYHKSNCYGYFRKLRNWSDAELECQSYGNGAHLASILSLKEASTIAEYISGYQRSQPIWIGLHDPQKRQQWQWIDGAMYLYRSWSGKSMGGNKHCAEMSSNNNFLTWSSNECNKRQHFLCKYRP. Result: 0 (no interaction).